From a dataset of Catalyst prediction with 721,799 reactions and 888 catalyst types from USPTO. Predict which catalyst facilitates the given reaction. (1) Reactant: Br[C:2]1[C:3]2[N:4]([CH:18]=[CH:19][N:20]=2)[N:5]=[C:6]([C:8]2[CH:9]=[C:10]([CH:15]=[CH:16][CH:17]=2)[C:11]([O:13][CH3:14])=[O:12])[CH:7]=1.[CH3:21][C:22]1([CH3:34])[CH2:26][CH2:25][N:24]([C:27]2[N:32]=[C:31]([NH2:33])[CH:30]=[CH:29][CH:28]=2)[CH2:23]1.C1C=CC(P(C2C(C3C(P(C4C=CC=CC=4)C4C=CC=CC=4)=CC=C4C=3C=CC=C4)=C3C(C=CC=C3)=CC=2)C2C=CC=CC=2)=CC=1.C([O-])([O-])=O.[Cs+].[Cs+]. Product: [CH3:21][C:22]1([CH3:34])[CH2:26][CH2:25][N:24]([C:27]2[N:32]=[C:31]([NH:33][C:2]3[C:3]4[N:4]([CH:18]=[CH:19][N:20]=4)[N:5]=[C:6]([C:8]4[CH:9]=[C:10]([CH:15]=[CH:16][CH:17]=4)[C:11]([O:13][CH3:14])=[O:12])[CH:7]=3)[CH:30]=[CH:29][CH:28]=2)[CH2:23]1. The catalyst class is: 62. (2) Reactant: [Br:1][C:2]1[CH:18]=[CH:17][C:5]2[NH:6][C:7](=[O:16])[CH:8]3[CH2:15][NH:14][CH2:13][CH2:12][N:9]3[C:10](=[O:11])[C:4]=2[CH:3]=1.[CH3:19][C:20]([CH3:26])([CH3:25])[CH2:21][C:22](O)=[O:23].C1C=C2N=NN(O)C2=CC=1.O. Product: [Br:1][C:2]1[CH:18]=[CH:17][C:5]2[NH:6][C:7](=[O:16])[CH:8]3[CH2:15][N:14]([C:22](=[O:23])[CH2:21][C:20]([CH3:26])([CH3:25])[CH3:19])[CH2:13][CH2:12][N:9]3[C:10](=[O:11])[C:4]=2[CH:3]=1. The catalyst class is: 3. (3) Reactant: [OH:1][C:2]1[CH:7]=[CH:6][C:5]([CH:8]=[CH:9][C:10]([O:12][CH3:13])=[O:11])=[CH:4][CH:3]=1.C([O-])([O-])=O.[K+].[K+].Cl[CH2:21][CH2:22][CH2:23][CH2:24][CH2:25][CH2:26][OH:27]. Product: [OH:27][CH2:26][CH2:25][CH2:24][CH2:23][CH2:22][CH2:21][O:1][C:2]1[CH:3]=[CH:4][C:5](/[CH:8]=[CH:9]/[C:10]([O:12][CH3:13])=[O:11])=[CH:6][CH:7]=1. The catalyst class is: 9. (4) Reactant: [C:1]([C:4]1[C:8]([CH3:9])=[CH:7][O:6][C:5]=1[CH3:10])(=[O:3])[CH3:2].[Br:11]N1C(=O)CCC1=O.N(C(C)(C)C#N)=NC(C)(C)C#N.O. Product: [C:1]([C:4]1[C:8]([CH3:9])=[C:7]([Br:11])[O:6][C:5]=1[CH3:10])(=[O:3])[CH3:2]. The catalyst class is: 48. (5) Reactant: [Br:1][C:2]1[C:3]([C@@H:12]([NH:22][C:23](=[O:41])[CH2:24][N:25]2[C:33]3[C:32]([F:35])([F:34])[CH2:31][CH2:30][C:29]([F:37])([F:36])[C:28]=3[C:27]([CH:38]([F:40])[F:39])=[N:26]2)[CH2:13][C:14]2[CH:19]=[C:18]([F:20])[CH:17]=[C:16]([F:21])[CH:15]=2)=[N:4][C:5](S(C)(=O)=O)=[N:6][CH:7]=1.Cl.CN.[CH2:45]([N:47](CC)CC)C. Product: [Br:1][C:2]1[C:3]([C@@H:12]([NH:22][C:23](=[O:41])[CH2:24][N:25]2[C:33]3[C:32]([F:35])([F:34])[CH2:31][CH2:30][C:29]([F:37])([F:36])[C:28]=3[C:27]([CH:38]([F:40])[F:39])=[N:26]2)[CH2:13][C:14]2[CH:19]=[C:18]([F:20])[CH:17]=[C:16]([F:21])[CH:15]=2)=[N:4][C:5]([NH:47][CH3:45])=[N:6][CH:7]=1. The catalyst class is: 4. (6) Reactant: [C:1]([O:9][O:10]C(=O)C1C=CC=CC=1)(=[O:8])[C:2]1[CH:7]=[CH:6][CH:5]=[CH:4][CH:3]=1.[Na].Cl. Product: [C:2]1([C:1]([O:9][OH:10])=[O:8])[CH:7]=[CH:6][CH:5]=[CH:4][CH:3]=1. The catalyst class is: 147.